Dataset: NCI-60 drug combinations with 297,098 pairs across 59 cell lines. Task: Regression. Given two drug SMILES strings and cell line genomic features, predict the synergy score measuring deviation from expected non-interaction effect. (1) Drug 1: CC1C(C(CC(O1)OC2CC(CC3=C2C(=C4C(=C3O)C(=O)C5=C(C4=O)C(=CC=C5)OC)O)(C(=O)C)O)N)O.Cl. Drug 2: CC12CCC3C(C1CCC2OP(=O)(O)O)CCC4=C3C=CC(=C4)OC(=O)N(CCCl)CCCl.[Na+]. Cell line: MALME-3M. Synergy scores: CSS=11.5, Synergy_ZIP=-4.72, Synergy_Bliss=-4.44, Synergy_Loewe=-22.2, Synergy_HSA=-5.92. (2) Cell line: HCC-2998. Synergy scores: CSS=-1.87, Synergy_ZIP=-0.459, Synergy_Bliss=-3.67, Synergy_Loewe=-12.8, Synergy_HSA=-5.55. Drug 2: C1CNP(=O)(OC1)N(CCCl)CCCl. Drug 1: CS(=O)(=O)C1=CC(=C(C=C1)C(=O)NC2=CC(=C(C=C2)Cl)C3=CC=CC=N3)Cl. (3) Drug 1: C1CCC(C1)C(CC#N)N2C=C(C=N2)C3=C4C=CNC4=NC=N3. Drug 2: C1C(C(OC1N2C=C(C(=O)NC2=O)F)CO)O. Cell line: SK-MEL-2. Synergy scores: CSS=26.7, Synergy_ZIP=11.4, Synergy_Bliss=11.7, Synergy_Loewe=-13.6, Synergy_HSA=6.28. (4) Drug 1: CC1=C(C(CCC1)(C)C)C=CC(=CC=CC(=CC(=O)O)C)C. Drug 2: CC12CCC3C(C1CCC2OP(=O)(O)O)CCC4=C3C=CC(=C4)OC(=O)N(CCCl)CCCl.[Na+]. Cell line: OVCAR-4. Synergy scores: CSS=7.02, Synergy_ZIP=-0.997, Synergy_Bliss=0.715, Synergy_Loewe=-4.56, Synergy_HSA=-0.927. (5) Drug 1: CCC1=CC2CC(C3=C(CN(C2)C1)C4=CC=CC=C4N3)(C5=C(C=C6C(=C5)C78CCN9C7C(C=CC9)(C(C(C8N6C)(C(=O)OC)O)OC(=O)C)CC)OC)C(=O)OC.C(C(C(=O)O)O)(C(=O)O)O. Drug 2: C1CNP(=O)(OC1)N(CCCl)CCCl. Cell line: SF-295. Synergy scores: CSS=37.7, Synergy_ZIP=-0.00571, Synergy_Bliss=-0.533, Synergy_Loewe=-69.1, Synergy_HSA=-1.33. (6) Drug 1: CS(=O)(=O)OCCCCOS(=O)(=O)C. Cell line: HCT-15. Synergy scores: CSS=0.395, Synergy_ZIP=-3.11, Synergy_Bliss=-5.33, Synergy_Loewe=-6.94, Synergy_HSA=-5.56. Drug 2: C1=NNC2=C1C(=O)NC=N2.